From a dataset of Catalyst prediction with 721,799 reactions and 888 catalyst types from USPTO. Predict which catalyst facilitates the given reaction. (1) The catalyst class is: 3. Product: [CH:1]1([C:4]2[N:8]([CH2:9][C:10]3[C:15]([F:16])=[CH:14][C:13]([CH:17]4[CH2:19][CH2:18]4)=[CH:12][C:11]=3[F:20])[N:7]=[C:6]([C:21]3[N:26]=[C:25]([NH:27][C:33]4[CH:38]=[CH:37][N:36]=[CH:35][CH:34]=4)[C:24]([O:28][CH3:29])=[CH:23][N:22]=3)[C:5]=2[CH3:30])[CH2:2][CH2:3]1. Reactant: [CH:1]1([C:4]2[N:8]([CH2:9][C:10]3[C:15]([F:16])=[CH:14][C:13]([CH:17]4[CH2:19][CH2:18]4)=[CH:12][C:11]=3[F:20])[N:7]=[C:6]([C:21]3[N:26]=[C:25]([NH2:27])[C:24]([O:28][CH3:29])=[CH:23][N:22]=3)[C:5]=2[CH3:30])[CH2:3][CH2:2]1.Cl.F[C:33]1[CH:38]=[CH:37][N:36]=[CH:35][CH:34]=1.[H-].[Na+]. (2) Reactant: Cl.[CH:2]([N:5]1[CH2:10][CH2:9][CH:8]([O:11][C:12]2[CH:13]=[C:14]3[CH:20]=[C:19]([C:21]([OH:23])=O)[NH:18][C:15]3=[N:16][CH:17]=2)[CH2:7][CH2:6]1)([CH3:4])[CH3:3].F[B-](F)(F)F.[N:29]1(OC(N(C)C)=[N+](C)C)[C:33]2C=[CH:35][CH:36]=[CH:37][C:32]=2N=N1.N1CCCCC1.C(N(CC)C(C)C)(C)C. Product: [CH:2]([N:5]1[CH2:6][CH2:7][CH:8]([O:11][C:12]2[CH:13]=[C:14]3[CH:20]=[C:19]([C:21]([N:29]4[CH2:35][CH2:36][CH2:37][CH2:32][CH2:33]4)=[O:23])[NH:18][C:15]3=[N:16][CH:17]=2)[CH2:9][CH2:10]1)([CH3:4])[CH3:3]. The catalyst class is: 3.